From a dataset of Full USPTO retrosynthesis dataset with 1.9M reactions from patents (1976-2016). Predict the reactants needed to synthesize the given product. (1) Given the product [N:1]1[CH:6]=[CH:5][CH:4]=[C:3]([C:7]2[C@:8]3([CH2:24][CH2:23][C@H:22]4[C@@H:13]([CH2:14][CH2:15][C:16]5[CH:17]=[C:18]([C:25]([OH:27])=[O:26])[CH:19]=[CH:20][C:21]=54)[C@@H:10]3[CH2:11][CH:12]=2)[CH3:9])[CH:2]=1, predict the reactants needed to synthesize it. The reactants are: [N:1]1[CH:6]=[CH:5][CH:4]=[C:3]([C:7]2[C@:8]3([CH2:24][CH2:23][C@H:22]4[C@@H:13]([CH2:14][CH2:15][C:16]5[CH:17]=[C:18]([C:25]([O:27]C)=[O:26])[CH:19]=[CH:20][C:21]=54)[C@@H:10]3[CH2:11][CH:12]=2)[CH3:9])[CH:2]=1.[OH-].[Na+].C(O)(=O)CC(CC(O)=O)(C(O)=O)O.C(OCC)(=O)C. (2) Given the product [Br:1][C:2]1[CH:3]=[CH:4][C:5]([CH:8]([C:16]2[CH:21]=[CH:20][CH:19]=[CH:18][C:17]=2[CH3:22])[CH2:9][C:10]([C:25]2[C:24]([Cl:23])=[CH:29][N:28]=[C:27]([F:30])[CH:26]=2)=[O:11])=[CH:6][CH:7]=1, predict the reactants needed to synthesize it. The reactants are: [Br:1][C:2]1[CH:7]=[CH:6][C:5]([CH:8]([C:16]2[CH:21]=[CH:20][CH:19]=[CH:18][C:17]=2[CH3:22])[CH2:9][C:10](N(OC)C)=[O:11])=[CH:4][CH:3]=1.[Cl:23][C:24]1[C:25](I)=[CH:26][C:27]([F:30])=[N:28][CH:29]=1. (3) Given the product [N:26]1[CH:31]=[CH:30][CH:29]=[C:28]([C:2]2[CH:25]=[CH:24][C:5]3[NH:6][C:7]([N:9]4[CH2:14][CH2:13][C:12]5([C:22]6[C:17](=[CH:18][CH:19]=[CH:20][CH:21]=6)[C:16](=[O:23])[O:15]5)[CH2:11][CH2:10]4)=[N:8][C:4]=3[CH:3]=2)[CH:27]=1, predict the reactants needed to synthesize it. The reactants are: I[C:2]1[CH:25]=[CH:24][C:5]2[NH:6][C:7]([N:9]3[CH2:14][CH2:13][C:12]4([C:22]5[C:17](=[CH:18][CH:19]=[CH:20][CH:21]=5)[C:16](=[O:23])[O:15]4)[CH2:11][CH2:10]3)=[N:8][C:4]=2[CH:3]=1.[N:26]1[CH:31]=[CH:30][CH:29]=[C:28](B(O)O)[CH:27]=1.C(=O)([O-])[O-].[Na+].[Na+]. (4) Given the product [F:1][C:2]1[CH:7]=[CH:6][C:5]([C:8]2[N:9]([C:18]3[CH:23]=[CH:22][C:21]([S:24]([CH3:27])(=[O:25])=[O:26])=[CH:20][CH:19]=3)[CH:10]=[C:11]([C:13]([F:16])([F:14])[F:15])[N:12]=2)=[CH:4][CH:3]=1, predict the reactants needed to synthesize it. The reactants are: [F:1][C:2]1[CH:7]=[CH:6][C:5]([C:8]2[N:9]([C:18]3[CH:23]=[CH:22][C:21]([S:24]([CH3:27])(=[O:26])=[O:25])=[CH:20][CH:19]=3)[CH2:10][C:11](O)([C:13]([F:16])([F:15])[F:14])[N:12]=2)=[CH:4][CH:3]=1.O.C1(C)C=CC(S(O)(=O)=O)=CC=1. (5) Given the product [CH2:18]([C:15]1[CH:16]=[CH:17][C:12]([NH:11][C:4]2[C:5]3[N:6]([CH:8]=[CH:9][N:10]=3)[N:7]=[C:2]([C:28]3[CH:33]=[CH:32][CH:31]=[CH:30][CH:29]=3)[CH:3]=2)=[N:13][CH:14]=1)[CH3:19], predict the reactants needed to synthesize it. The reactants are: Cl[C:2]1[CH:3]=[C:4]([NH:11][C:12]2[CH:17]=[CH:16][C:15]([CH2:18][CH3:19])=[CH:14][N:13]=2)[C:5]2[N:6]([CH:8]=[CH:9][N:10]=2)[N:7]=1.CC1(C)C(C)(C)OB([C:28]2[CH:33]=[CH:32][CH:31]=[CH:30][CH:29]=2)O1.CC(C1C=C(C(C)C)C(C2C=CC=CC=2P(C2CCCCC2)C2CCCCC2)=C(C(C)C)C=1)C.C([O-])([O-])=O.[K+].[K+].